This data is from Human liver microsome stability data. The task is: Regression/Classification. Given a drug SMILES string, predict its absorption, distribution, metabolism, or excretion properties. Task type varies by dataset: regression for continuous measurements (e.g., permeability, clearance, half-life) or binary classification for categorical outcomes (e.g., BBB penetration, CYP inhibition). Dataset: hlm. (1) The drug is CC#C[C@@H](Cc1nn[nH]n1)c1ccc(OCc2ccc3sc(C)c(-c4ccc(OCCOC)cc4C)c3c2)cc1. The result is 0 (unstable in human liver microsomes). (2) The molecule is Cc1ccc(-n2cnnn2)c(CCC(=O)N[C@@H](Cc2ccccc2)c2nc(Cl)c(-c3ccc4nc(O)ccc4c3)[nH]2)c1. The result is 1 (stable in human liver microsomes). (3) The drug is [2H]C([2H])([2H])Oc1cc(OCc2nc(N3CCOCC3)sc2C)c2cc(-c3cn4nc(OC([2H])([2H])[2H])sc4n3)oc2c1. The result is 1 (stable in human liver microsomes). (4) The drug is CCCCc1ccc(NC(=O)N2CCCN(C(=O)CCC3CCCC3)CC2)cc1. The result is 1 (stable in human liver microsomes).